From a dataset of Catalyst prediction with 721,799 reactions and 888 catalyst types from USPTO. Predict which catalyst facilitates the given reaction. (1) Reactant: [F:1][C:2]1[CH:7]=[CH:6][C:5]([C:8]2[CH:13]=[CH:12][N:11]=[CH:10][C:9]=2[N:14]([CH3:31])[C:15](=[O:30])[C:16]2[CH:21]=[C:20]([C:22]([F:25])([F:24])[F:23])[CH:19]=[C:18]([C:26]([F:29])([F:28])[F:27])[CH:17]=2)=[C:4]([OH:32])[CH:3]=1.C([O-])([O-])=O.[K+].[K+].Cl[CH2:40][C:41]([O:43][CH3:44])=[O:42]. Product: [CH3:44][O:43][C:41](=[O:42])[CH2:40][O:32][C:4]1[CH:3]=[C:2]([F:1])[CH:7]=[CH:6][C:5]=1[C:8]1[CH:13]=[CH:12][N:11]=[CH:10][C:9]=1[N:14]([C:15](=[O:30])[C:16]1[CH:17]=[C:18]([C:26]([F:27])([F:28])[F:29])[CH:19]=[C:20]([C:22]([F:25])([F:24])[F:23])[CH:21]=1)[CH3:31]. The catalyst class is: 31. (2) Reactant: [F:1][C:2]1[CH:7]=[C:6]([I:8])[CH:5]=[CH:4][C:3]=1[NH:9][C:10]1[CH:15]=[C:14](F)[CH:13]=[C:12]([F:17])[C:11]=1[N+:18]([O-])=O.[O-]S(S([O-])=O)=O.[Na+].[Na+].[CH2:29]([OH:31])C. Product: [F:17][C:12]1[CH:13]=[C:14]([O:31][CH3:29])[CH:15]=[C:10]([NH:9][C:3]2[CH:4]=[CH:5][C:6]([I:8])=[CH:7][C:2]=2[F:1])[C:11]=1[NH2:18]. The catalyst class is: 6. (3) Reactant: [CH:1]1[C:6]([CH2:7][CH2:8][CH2:9][C:10]([OH:12])=[O:11])=[CH:5][CH:4]=[C:3]([N:13]([CH2:17][CH2:18][Cl:19])[CH2:14][CH2:15][Cl:16])[CH:2]=1.C(C1NC=CN=1)(C1NC=CN=1)=O.[NH2:32][CH2:33][C:34]([NH:36][C@H:37]([C:45]([NH:47][C@H:48]([C:53]([NH:55][CH2:56][C:57]([OH:59])=[O:58])=[O:54])[CH2:49][CH:50]([CH3:52])[CH3:51])=[O:46])[CH2:38][C:39]1[CH:44]=[CH:43][CH:42]=[CH:41][CH:40]=1)=[O:35].C(C(C(C)C)([NH-])C)(C)C. Product: [NH2:32][CH2:33][C:34]([NH:36][C@H:37]([C:45]([NH:47][C@H:48]([C:53]([NH:55][CH2:56][C:57]([OH:59])=[O:58])=[O:54])[CH2:49][CH:50]([CH3:52])[CH3:51])=[O:46])[CH2:38][C:39]1[CH:44]=[CH:43][CH:42]=[CH:41][CH:40]=1)=[O:35].[CH:5]1[C:6]([CH2:7][CH2:8][CH2:9][C:10]([OH:12])=[O:11])=[CH:1][CH:2]=[C:3]([N:13]([CH2:14][CH2:15][Cl:16])[CH2:17][CH2:18][Cl:19])[CH:4]=1.[NH2:32][CH2:33][C:34]([NH:36][C@H:37]([C:45]([NH:47][C@H:48]([C:53]([NH:55][CH2:56][C:57]([OH:59])=[O:58])=[O:54])[CH2:49][CH:50]([CH3:52])[CH3:51])=[O:46])[CH2:38][C:39]1[CH:44]=[CH:43][CH:42]=[CH:41][CH:40]=1)=[O:35]. The catalyst class is: 3. (4) Reactant: FC(F)(F)S(O[C:7]1[C:11]2[C:12]([O:16][CH3:17])=[N:13][CH:14]=[CH:15][C:10]=2[N:9]([CH:18]2[CH2:22][CH2:21][CH2:20][CH2:19]2)[N:8]=1)(=O)=O.[C:25]([C:28]1[CH:29]=[C:30](B(O)O)[CH:31]=[CH:32][CH:33]=1)(=[O:27])[NH2:26].C(=O)([O-])[O-].[Na+].[Na+].O. Product: [CH:18]1([N:9]2[C:10]3[CH:15]=[CH:14][N:13]=[C:12]([O:16][CH3:17])[C:11]=3[C:7]([C:32]3[CH:33]=[C:28]([CH:29]=[CH:30][CH:31]=3)[C:25]([NH2:26])=[O:27])=[N:8]2)[CH2:22][CH2:21][CH2:20][CH2:19]1. The catalyst class is: 104. (5) Reactant: CO[C:3]1[CH:9]=[C:8]([N:10]2[CH2:14][CH2:13][CH2:12]C2)C=CC=1N.F[C:16]1[CH:17]=[CH:18][C:19]([N+:26]([O-])=O)=[C:20]([C:22]([F:25])([F:24])[F:23])[CH:21]=1.CC1CCCNC1.CC#N. Product: [CH3:12][CH:13]1[CH2:3][CH2:9][CH2:8][N:10]([C:16]2[CH:17]=[CH:18][C:19]([NH2:26])=[C:20]([C:22]([F:25])([F:24])[F:23])[CH:21]=2)[CH2:14]1. The catalyst class is: 6. (6) Reactant: C(O)C.[C:4]([C:7]1[CH:8]=[CH:9][C:10]([O:30]CC2C=CC=CC=2)=[C:11]([CH:29]=1)[C:12]([NH:14][C:15]1[CH:20]=[C:19]([C:21]([F:24])([F:23])[F:22])[CH:18]=[C:17]([C:25]([F:28])([F:27])[F:26])[CH:16]=1)=[O:13])(=[O:6])[CH3:5]. Product: [C:4]([C:7]1[CH:8]=[CH:9][C:10]([OH:30])=[C:11]([CH:29]=1)[C:12]([NH:14][C:15]1[CH:16]=[C:17]([C:25]([F:26])([F:27])[F:28])[CH:18]=[C:19]([C:21]([F:22])([F:23])[F:24])[CH:20]=1)=[O:13])(=[O:6])[CH3:5]. The catalyst class is: 481.